From a dataset of Full USPTO retrosynthesis dataset with 1.9M reactions from patents (1976-2016). Predict the reactants needed to synthesize the given product. (1) Given the product [CH3:13][O:5][C:4](=[O:6])[C@H:3]([CH2:1][CH3:2])[N:7]1[CH2:11][CH2:10][CH2:9][C:8]1=[O:12], predict the reactants needed to synthesize it. The reactants are: [CH2:1]([C@H:3]([N:7]1[CH2:11][CH2:10][CH2:9][C:8]1=[O:12])[C:4]([OH:6])=[O:5])[CH3:2].[CH3:13]O. (2) Given the product [C:1]([NH:5][C:6]([N:8]1[CH2:12][CH2:11][C@H:10]([NH:13][C:14]2[CH:19]=[CH:18][C:17]([NH2:20])=[CH:16][N:15]=2)[CH2:9]1)=[O:7])([CH3:4])([CH3:2])[CH3:3], predict the reactants needed to synthesize it. The reactants are: [C:1]([NH:5][C:6]([N:8]1[CH2:12][CH2:11][C@H:10]([NH:13][C:14]2[CH:19]=[CH:18][C:17]([N+:20]([O-])=O)=[CH:16][N:15]=2)[CH2:9]1)=[O:7])([CH3:4])([CH3:3])[CH3:2].